From a dataset of Catalyst prediction with 721,799 reactions and 888 catalyst types from USPTO. Predict which catalyst facilitates the given reaction. (1) Reactant: [Br:1][C:2]1[CH:10]=[CH:9][C:8]([C:11]([O:13]C)=[O:12])=[C:7]2[C:3]=1[CH:4]=[C:5]([I:25])[N:6]2S(C1C=CC(C)=CC=1)(=O)=O.[Li+].[OH-]. The catalyst class is: 200. Product: [Br:1][C:2]1[CH:10]=[CH:9][C:8]([C:11]([OH:13])=[O:12])=[C:7]2[C:3]=1[CH:4]=[C:5]([I:25])[NH:6]2. (2) Reactant: [CH2:1]([O:3][C:4]1[C:13]2[C:8](=[C:9]([O:14][CH3:15])[CH:10]=[CH:11][CH:12]=2)[CH:7]=[C:6]([C:16](OCC)=[O:17])[CH:5]=1)[CH3:2].CCOCC.CC(C[AlH]CC(C)C)C. Product: [CH2:1]([O:3][C:4]1[C:13]2[C:8](=[C:9]([O:14][CH3:15])[CH:10]=[CH:11][CH:12]=2)[CH:7]=[C:6]([CH2:16][OH:17])[CH:5]=1)[CH3:2]. The catalyst class is: 25.